Task: Regression. Given a peptide amino acid sequence and an MHC pseudo amino acid sequence, predict their binding affinity value. This is MHC class II binding data.. Dataset: Peptide-MHC class II binding affinity with 134,281 pairs from IEDB (1) The peptide sequence is INVGFKAAVAAAASV. The MHC is DRB1_0701 with pseudo-sequence DRB1_0701. The binding affinity (normalized) is 0.760. (2) The peptide sequence is FRDRARVPLTSNNGI. The MHC is DRB1_0701 with pseudo-sequence DRB1_0701. The binding affinity (normalized) is 0.538.